The task is: Predict the reaction yield, written as a fraction of the theoretical maximum amount of product (1.0 means a 100% yield; for example, 0.34 means a 34% yield).. This data is from Reaction yield outcomes from USPTO patents with 853,638 reactions. (1) The reactants are [Li]CCCC.Br[C:7]1[CH:8]=[C:9]2[C:15]([C:16]3[CH:21]=[CH:20][CH:19]=[CH:18][C:17]=3[O:22][CH3:23])=[CH:14][N:13](S(C3C=CC(C)=CC=3)(=O)=O)[C:10]2=[N:11][CH:12]=1.[CH3:34][O:35][C:36]1[CH:37]=[C:38]([CH:41]=[C:42]([O:46][CH3:47])[C:43]=1[O:44][CH3:45])[CH:39]=[O:40]. The catalyst is C1COCC1. The product is [CH3:23][O:22][C:17]1[CH:18]=[CH:19][CH:20]=[CH:21][C:16]=1[C:15]1[C:9]2[C:10](=[N:11][CH:12]=[C:7]([CH:39]([C:38]3[CH:41]=[C:42]([O:46][CH3:47])[C:43]([O:44][CH3:45])=[C:36]([O:35][CH3:34])[CH:37]=3)[OH:40])[CH:8]=2)[NH:13][CH:14]=1. The yield is 0.380. (2) The product is [C:1]([O:5][C:6]([NH:8][C:9]1[CH:14]=[CH:13][CH:12]=[CH:11][C:10]=1[NH:15][C:16]([C:18]1[CH:23]=[CH:22][C:21]([CH:24]=[CH:25][C:26]([OH:28])=[O:27])=[CH:20][CH:19]=1)=[O:17])=[O:7])([CH3:4])([CH3:2])[CH3:3]. The reactants are [C:1]([O:5][C:6]([NH:8][C:9]1[CH:14]=[CH:13][CH:12]=[CH:11][C:10]=1[NH:15][C:16]([C:18]1[CH:23]=[CH:22][C:21]([CH:24]=[CH:25][C:26]([O:28]C)=[O:27])=[CH:20][CH:19]=1)=[O:17])=[O:7])([CH3:4])([CH3:3])[CH3:2].O[Li].O. The yield is 0.920. The catalyst is C1COCC1.O. (3) The reactants are [Cl:1][CH2:2][CH:3]([OH:26])[CH2:4][O:5][C:6]1[CH:11]=[CH:10][C:9]([C:12]([C:15]2[CH:20]=[CH:19][C:18]([O:21][CH2:22][CH:23]3[CH2:25][O:24]3)=[CH:17][CH:16]=2)([CH3:14])[CH3:13])=[CH:8][CH:7]=1.FC(F)(F)S([O-])(=O)=O.[Bi+3].FC(F)(F)S([O-])(=O)=O.FC(F)(F)S([O-])(=O)=O.C(=O)(O)[O-].[Na+].[C:57]([OH:61])([CH3:60])([CH3:59])[CH3:58]. No catalyst specified. The product is [C:57]([O:61][CH2:25][CH:23]([OH:24])[CH2:22][O:21][C:18]1[CH:19]=[CH:20][C:15]([C:12]([C:9]2[CH:8]=[CH:7][C:6]([O:5][CH2:4][CH:3]([OH:26])[CH2:2][Cl:1])=[CH:11][CH:10]=2)([CH3:14])[CH3:13])=[CH:16][CH:17]=1)([CH3:60])([CH3:59])[CH3:58]. The yield is 0.280. (4) The reactants are [NH2:1][C:2]1[C:11]2[C:6](=[C:7](Br)[CH:8]=[CH:9][CH:10]=2)[N:5]=[N:4][C:3]=1[C:13]([NH:15][CH2:16][CH2:17][CH3:18])=[O:14].[CH3:19][S:20]([C:23]1[CH:24]=[C:25](B(O)O)[CH:26]=[CH:27][CH:28]=1)(=[O:22])=[O:21]. No catalyst specified. The product is [NH2:1][C:2]1[C:11]2[C:6](=[C:7]([C:27]3[CH:26]=[CH:25][CH:24]=[C:23]([S:20]([CH3:19])(=[O:22])=[O:21])[CH:28]=3)[CH:8]=[CH:9][CH:10]=2)[N:5]=[N:4][C:3]=1[C:13]([NH:15][CH2:16][CH2:17][CH3:18])=[O:14]. The yield is 0.830.